From a dataset of Full USPTO retrosynthesis dataset with 1.9M reactions from patents (1976-2016). Predict the reactants needed to synthesize the given product. (1) Given the product [CH3:1][C:2]1[CH:3]=[C:4]([CH2:24][N:25]([CH3:33])[CH2:26][CH:27]2[CH2:28][CH2:29][N:30]([CH3:34])[CH2:31][CH2:32]2)[CH:5]=[C:6]2[C:10]=1[C:9](=[O:11])[N:8]([CH2:12][C:13]1[CH:14]=[CH:15][C:16]([O:19][C:20]([F:23])([F:21])[F:22])=[CH:17][CH:18]=1)[CH2:7]2, predict the reactants needed to synthesize it. The reactants are: [CH3:1][C:2]1[CH:3]=[C:4]([CH2:24][N:25]([CH3:33])[CH2:26][CH:27]2[CH2:32][CH2:31][NH:30][CH2:29][CH2:28]2)[CH:5]=[C:6]2[C:10]=1[C:9](=[O:11])[N:8]([CH2:12][C:13]1[CH:18]=[CH:17][C:16]([O:19][C:20]([F:23])([F:22])[F:21])=[CH:15][CH:14]=1)[CH2:7]2.[CH:34](O)=O.C=O.C([BH3-])#N.[Na+]. (2) Given the product [Cl:1][C:2]1[CH:3]=[C:4]([CH:17]=[C:18]([O:24][CH:25]([CH3:27])[CH3:26])[C:19]=1[O:20][CH:21]([CH3:22])[CH3:23])[C:5]([NH:7][C:8]1[CH:9]=[CH:10][C:11]([C:12]([OH:14])=[O:13])=[C:15]([CH3:28])[CH:16]=1)=[O:6], predict the reactants needed to synthesize it. The reactants are: [Cl:1][C:2]1[CH:3]=[C:4]([CH:17]=[C:18]([O:24][CH:25]([CH3:27])[CH3:26])[C:19]=1[O:20][CH:21]([CH3:23])[CH3:22])[C:5]([NH:7][C:8]1[CH:16]=[CH:15][C:11]([C:12]([OH:14])=[O:13])=[CH:10][CH:9]=1)=[O:6].[CH:28](Br)(C)C.NC1C=CC(C(OC)=O)=C(C)C=1. (3) Given the product [C:1]([C:3]1[CH:4]=[C:5]([CH:13]([CH2:17][CH:18]2[CH2:22][CH2:21][CH2:20][CH2:19]2)[C:14]([NH:29][C:30]2[CH:35]=[N:34][CH:33]=[CH:32][N:31]=2)=[O:15])[CH:6]=[CH:7][C:8]=1[S:9]([CH3:12])(=[O:10])=[O:11])#[N:2], predict the reactants needed to synthesize it. The reactants are: [C:1]([C:3]1[CH:4]=[C:5]([CH:13]([CH2:17][CH:18]2[CH2:22][CH2:21][CH2:20][CH2:19]2)[C:14](O)=[O:15])[CH:6]=[CH:7][C:8]=1[S:9]([CH3:12])(=[O:11])=[O:10])#[N:2].C(Cl)(=O)C(Cl)=O.[NH2:29][C:30]1[CH:35]=[N:34][CH:33]=[CH:32][N:31]=1.C(N(CC)CC)C.Cl. (4) Given the product [Br:1][C:2]1[CH:7]=[CH:6][C:5]([NH:8][C:9]2[C:10]([CH:25]3[O:26][CH:40]=[N:39][CH:38]3[S:28]([C:31]3[CH:37]=[CH:36][C:34]([CH3:35])=[CH:33][CH:32]=3)(=[O:30])=[O:29])=[CH:11][C:12]3[N:16]([CH2:17][CH2:18][S:19]([CH3:22])(=[O:21])=[O:20])[CH:15]=[N:14][C:13]=3[C:23]=2[F:24])=[C:4]([Cl:27])[CH:3]=1, predict the reactants needed to synthesize it. The reactants are: [Br:1][C:2]1[CH:7]=[CH:6][C:5]([NH:8][C:9]2[C:10]([CH:25]=[O:26])=[CH:11][C:12]3[N:16]([CH2:17][CH2:18][S:19]([CH3:22])(=[O:21])=[O:20])[CH:15]=[N:14][C:13]=3[C:23]=2[F:24])=[C:4]([Cl:27])[CH:3]=1.[S:28]([CH2:38][N+:39]#[C-:40])([C:31]1[CH:37]=[CH:36][C:34]([CH3:35])=[CH:33][CH:32]=1)(=[O:30])=[O:29].[C-]#N.[Na+].C1COCC1. (5) Given the product [CH3:20][O:19][C:16]1[CH:15]=[CH:14][C:13]([C:12]2[C:6]3[CH2:5][C:4]4[S:3][C:2]([C:37]5[CH:38]=[C:39]([NH2:43])[CH:40]=[CH:41][CH:42]=5)=[CH:9][C:8]=4[C:7]=3[N:10]([CH2:21][O:22][CH2:23][CH2:24][Si:25]([CH3:28])([CH3:26])[CH3:27])[N:11]=2)=[CH:18][CH:17]=1, predict the reactants needed to synthesize it. The reactants are: Br[C:2]1[S:3][C:4]2[CH2:5][C:6]3[C:12]([C:13]4[CH:18]=[CH:17][C:16]([O:19][CH3:20])=[CH:15][CH:14]=4)=[N:11][N:10]([CH2:21][O:22][CH2:23][CH2:24][Si:25]([CH3:28])([CH3:27])[CH3:26])[C:7]=3[C:8]=2[CH:9]=1.CC1(C)C(C)(C)OB([C:37]2[CH:38]=[C:39]([NH2:43])[CH:40]=[CH:41][CH:42]=2)O1.C([O-])([O-])=O.[Na+].[Na+]. (6) Given the product [Cl:15][C:16]1[CH:17]=[C:18]([CH:19]=[CH:20][C:21]=1[F:22])[CH2:23][O:1][C:2]1[N:6]([C:7]2[CH:12]=[C:11]([C:13]#[N:14])[CH:10]=[CH:9][N:8]=2)[N:5]=[CH:4][CH:3]=1, predict the reactants needed to synthesize it. The reactants are: [OH:1][C:2]1[N:6]([C:7]2[CH:12]=[C:11]([C:13]#[N:14])[CH:10]=[CH:9][N:8]=2)[N:5]=[CH:4][CH:3]=1.[Cl:15][C:16]1[CH:17]=[C:18]([CH2:23]O)[CH:19]=[CH:20][C:21]=1[F:22]. (7) Given the product [NH2:19][C:14]1[CH:13]=[C:12]([NH:11][C:9](=[O:10])[C:8]2[CH:22]=[CH:23][CH:24]=[C:6]([C:3]([C:1]#[N:2])([CH3:5])[CH3:4])[CH:7]=2)[CH:17]=[CH:16][C:15]=1[CH3:18], predict the reactants needed to synthesize it. The reactants are: [C:1]([C:3]([C:6]1[CH:7]=[C:8]([CH:22]=[CH:23][CH:24]=1)[C:9]([NH:11][C:12]1[CH:17]=[CH:16][C:15]([CH3:18])=[C:14]([N+:19]([O-])=O)[CH:13]=1)=[O:10])([CH3:5])[CH3:4])#[N:2]. (8) Given the product [Br:19][C:20]1[CH:21]=[C:22]([C:26]([OH:28])([CH3:27])[C:31]([F:34])([F:33])[F:32])[CH:23]=[N:24][CH:25]=1, predict the reactants needed to synthesize it. The reactants are: [F-].C([N+](CCCC)(CCCC)CCCC)CCC.[Br:19][C:20]1[CH:21]=[C:22]([C:26](=[O:28])[CH3:27])[CH:23]=[N:24][CH:25]=1.C[Si](C)(C)[C:31]([F:34])([F:33])[F:32]. (9) Given the product [NH2:33][C:12]1[C:13]([C:29]([O:31][CH3:32])=[O:30])=[C:14]([O:15][CH2:16][CH:17]2[CH:21]=[CH:20][CH2:19][NH:18]2)[C:9]([Br:8])=[CH:10][CH:11]=1, predict the reactants needed to synthesize it. The reactants are: C(O)(C(F)(F)F)=O.[Br:8][C:9]1[C:14]([O:15][CH2:16][CH:17]2[CH:21]=[CH:20][CH2:19][N:18]2C(OC(C)(C)C)=O)=[C:13]([C:29]([O:31][CH3:32])=[O:30])[C:12]([N:33](C(OC(C)(C)C)=O)C(OC(C)(C)C)=O)=[CH:11][CH:10]=1. (10) Given the product [Br:18][C:3]1[CH:2]=[C:12]([C:13]([O:15][CH3:16])=[O:14])[C:11]([N:30]2[C:31]3[CH:19]=[CH:20][CH:21]=[CH:22][C:23]=3[C:24]3[C:29]2=[CH:28][CH:27]=[CH:26][CH:25]=3)=[CH:10][C:4]=1[C:5]([O:7][CH3:8])=[O:6], predict the reactants needed to synthesize it. The reactants are: Br[C:2]1[C:3]([Br:18])=[C:4]([CH:10]=[CH:11][C:12]=1[C:13]([O:15][CH2:16]C)=[O:14])[C:5]([O:7][CH2:8]C)=[O:6].[CH:19]1[C:31]2[NH:30][C:29]3[C:24](=[CH:25][CH:26]=[CH:27][CH:28]=3)[C:23]=2[CH:22]=[CH:21][CH:20]=1.N#N.C1OCCOCCOCCOCCOCCOC1.C(=O)([O-])[O-].[K+].[K+].